From a dataset of Full USPTO retrosynthesis dataset with 1.9M reactions from patents (1976-2016). Predict the reactants needed to synthesize the given product. (1) The reactants are: [Cl:1][CH2:2][C:3](Cl)=O.[NH2:6][C:7]1[CH:22]=[CH:21][CH:20]=[C:19]([CH3:23])[C:8]=1[C:9]([NH:11][C:12]1[CH:17]=[CH:16][CH:15]=[CH:14][C:13]=1[CH3:18])=[O:10]. Given the product [Cl:1][CH2:2][C:3]1[N:11]([C:12]2[CH:17]=[CH:16][CH:15]=[CH:14][C:13]=2[CH3:18])[C:9](=[O:10])[C:8]2[C:7](=[CH:22][CH:21]=[CH:20][C:19]=2[CH3:23])[N:6]=1, predict the reactants needed to synthesize it. (2) Given the product [N+:1]([C:4]1[CH:5]=[C:6]([C:12]2[O:13][C:14]3[CH:20]=[CH:19][C:18]([C:25]4[CH:26]=[CH:27][C:28]([F:29])=[C:23]([Cl:22])[CH:24]=4)=[CH:17][C:15]=3[N:16]=2)[C:7]([O:10][CH3:11])=[CH:8][CH:9]=1)([O-:3])=[O:2], predict the reactants needed to synthesize it. The reactants are: [N+:1]([C:4]1[CH:5]=[C:6]([C:12]2[O:13][C:14]3[CH:20]=[CH:19][C:18](Br)=[CH:17][C:15]=3[N:16]=2)[C:7]([O:10][CH3:11])=[CH:8][CH:9]=1)([O-:3])=[O:2].[Cl:22][C:23]1[CH:24]=[C:25](B(O)O)[CH:26]=[CH:27][C:28]=1[F:29]. (3) Given the product [CH2:29]([N:36]1[CH2:12][C@@H:13]([OH:14])[C@H:15]([OH:16])[CH2:17]1)[C:30]1[CH:35]=[CH:34][CH:33]=[CH:32][CH:31]=1, predict the reactants needed to synthesize it. The reactants are: S(O[CH2:12][C@H:13]([C@@H:15]([CH2:17]OS(C1C=CC(C)=CC=1)(=O)=O)[OH:16])[OH:14])(C1C=CC(C)=CC=1)(=O)=O.[CH2:29]([NH2:36])[C:30]1[CH:35]=[CH:34][CH:33]=[CH:32][CH:31]=1.C(=O)([O-])O.[Na+]. (4) Given the product [ClH:22].[CH2:7]([N:14]([CH:19]([C:5]#[N:6])[CH3:20])[CH2:15][C:16]([OH:18])=[O:17])[C:8]1[CH:13]=[CH:12][CH:11]=[CH:10][CH:9]=1, predict the reactants needed to synthesize it. The reactants are: C[Si]([C:5]#[N:6])(C)C.[CH2:7]([NH:14][CH2:15][C:16]([OH:18])=[O:17])[C:8]1[CH:13]=[CH:12][CH:11]=[CH:10][CH:9]=1.[CH:19](=O)[CH3:20].[Cl:22]CCl. (5) Given the product [Br:1][C:2]1[CH:3]=[C:4]([NH:5][S:13]([CH:10]([CH3:12])[CH3:11])(=[O:15])=[O:14])[CH:6]=[C:7]([CH3:9])[CH:8]=1, predict the reactants needed to synthesize it. The reactants are: [Br:1][C:2]1[CH:3]=[C:4]([CH:6]=[C:7]([CH3:9])[CH:8]=1)[NH2:5].[CH:10]([S:13](Cl)(=[O:15])=[O:14])([CH3:12])[CH3:11].N1C=CC=CC=1.